The task is: Regression. Given two drug SMILES strings and cell line genomic features, predict the synergy score measuring deviation from expected non-interaction effect.. This data is from NCI-60 drug combinations with 297,098 pairs across 59 cell lines. (1) Drug 1: CC=C1C(=O)NC(C(=O)OC2CC(=O)NC(C(=O)NC(CSSCCC=C2)C(=O)N1)C(C)C)C(C)C. Drug 2: CC1CCCC2(C(O2)CC(NC(=O)CC(C(C(=O)C(C1O)C)(C)C)O)C(=CC3=CSC(=N3)C)C)C. Cell line: IGROV1. Synergy scores: CSS=57.5, Synergy_ZIP=2.13, Synergy_Bliss=2.23, Synergy_Loewe=0.147, Synergy_HSA=3.06. (2) Drug 1: C1=CC(=CC=C1CCCC(=O)O)N(CCCl)CCCl. Drug 2: C1CCC(C(C1)N)N.C(=O)(C(=O)[O-])[O-].[Pt+4]. Cell line: IGROV1. Synergy scores: CSS=39.6, Synergy_ZIP=-3.10, Synergy_Bliss=2.58, Synergy_Loewe=4.15, Synergy_HSA=6.25. (3) Drug 1: CC1=C(C(=CC=C1)Cl)NC(=O)C2=CN=C(S2)NC3=CC(=NC(=N3)C)N4CCN(CC4)CCO. Drug 2: B(C(CC(C)C)NC(=O)C(CC1=CC=CC=C1)NC(=O)C2=NC=CN=C2)(O)O. Cell line: KM12. Synergy scores: CSS=59.6, Synergy_ZIP=-4.27, Synergy_Bliss=-7.94, Synergy_Loewe=-6.05, Synergy_HSA=-5.37. (4) Drug 1: CC12CCC3C(C1CCC2O)C(CC4=C3C=CC(=C4)O)CCCCCCCCCS(=O)CCCC(C(F)(F)F)(F)F. Drug 2: CN(CCCl)CCCl.Cl. Cell line: A549. Synergy scores: CSS=13.1, Synergy_ZIP=-0.729, Synergy_Bliss=-0.826, Synergy_Loewe=-0.638, Synergy_HSA=-0.612. (5) Drug 1: C1=C(C(=O)NC(=O)N1)N(CCCl)CCCl. Drug 2: CCC1=C2CN3C(=CC4=C(C3=O)COC(=O)C4(CC)O)C2=NC5=C1C=C(C=C5)O. Cell line: HT29. Synergy scores: CSS=35.7, Synergy_ZIP=0.833, Synergy_Bliss=4.87, Synergy_Loewe=-3.44, Synergy_HSA=6.55. (6) Drug 1: C1=NC(=NC(=O)N1C2C(C(C(O2)CO)O)O)N. Drug 2: C(CCl)NC(=O)N(CCCl)N=O. Cell line: U251. Synergy scores: CSS=58.6, Synergy_ZIP=-7.61, Synergy_Bliss=-2.50, Synergy_Loewe=0.775, Synergy_HSA=1.89. (7) Drug 1: CNC(=O)C1=CC=CC=C1SC2=CC3=C(C=C2)C(=NN3)C=CC4=CC=CC=N4. Drug 2: C1=CC(=CC=C1C#N)C(C2=CC=C(C=C2)C#N)N3C=NC=N3. Cell line: 786-0. Synergy scores: CSS=0.564, Synergy_ZIP=2.41, Synergy_Bliss=0.903, Synergy_Loewe=1.45, Synergy_HSA=0.565. (8) Drug 1: CNC(=O)C1=CC=CC=C1SC2=CC3=C(C=C2)C(=NN3)C=CC4=CC=CC=N4. Drug 2: C1CNP(=O)(OC1)N(CCCl)CCCl. Cell line: NCI-H322M. Synergy scores: CSS=-1.18, Synergy_ZIP=-0.173, Synergy_Bliss=-3.04, Synergy_Loewe=-3.75, Synergy_HSA=-3.79. (9) Drug 1: CC1OCC2C(O1)C(C(C(O2)OC3C4COC(=O)C4C(C5=CC6=C(C=C35)OCO6)C7=CC(=C(C(=C7)OC)O)OC)O)O. Drug 2: CN1C(=O)N2C=NC(=C2N=N1)C(=O)N. Cell line: IGROV1. Synergy scores: CSS=16.2, Synergy_ZIP=-6.67, Synergy_Bliss=-2.68, Synergy_Loewe=-21.0, Synergy_HSA=-3.85. (10) Drug 1: CC1=C(C=C(C=C1)NC(=O)C2=CC=C(C=C2)CN3CCN(CC3)C)NC4=NC=CC(=N4)C5=CN=CC=C5. Drug 2: C(CCl)NC(=O)N(CCCl)N=O. Cell line: SF-295. Synergy scores: CSS=-1.51, Synergy_ZIP=2.31, Synergy_Bliss=2.48, Synergy_Loewe=-0.546, Synergy_HSA=-2.15.